The task is: Predict the reactants needed to synthesize the given product.. This data is from Full USPTO retrosynthesis dataset with 1.9M reactions from patents (1976-2016). (1) Given the product [Cl:1][C:2]1[CH:11]=[C:10]2[C:5]([CH:6]=[N:7][C:8]([C:12]3[CH:17]=[CH:16][CH:15]=[CH:14][CH:13]=3)=[N:9]2)=[CH:4][CH:3]=1, predict the reactants needed to synthesize it. The reactants are: [Cl:1][C:2]1[CH:11]=[C:10]2[C:5]([C:6](=O)[NH:7][C:8]([C:12]3[CH:17]=[CH:16][CH:15]=[CH:14][CH:13]=3)=[N:9]2)=[CH:4][CH:3]=1. (2) Given the product [C:1]([C:5]1[CH:9]=[C:8]([NH:10][C:11]([NH:13][C:14]2[CH:19]=[CH:18][C:17]([O:20][C:21]3[CH:26]=[CH:25][N:24]=[CH:23][CH:22]=3)=[CH:16][CH:15]=2)=[O:12])[N:7]([C:27]2[CH:28]=[CH:29][C:30]([CH2:33][C:34]([OH:36])=[O:35])=[CH:31][CH:32]=2)[N:6]=1)([CH3:4])([CH3:2])[CH3:3], predict the reactants needed to synthesize it. The reactants are: [C:1]([C:5]1[CH:9]=[C:8]([NH:10][C:11]([NH:13][C:14]2[CH:19]=[CH:18][C:17]([O:20][C:21]3[CH:26]=[CH:25][N:24]=[CH:23][CH:22]=3)=[CH:16][CH:15]=2)=[O:12])[N:7]([C:27]2[CH:32]=[CH:31][C:30]([CH2:33][C:34]([O:36]CC)=[O:35])=[CH:29][CH:28]=2)[N:6]=1)([CH3:4])([CH3:3])[CH3:2].[Li+].[OH-]. (3) Given the product [F:20][C:21]1[CH:22]=[C:23]([CH:24]=[C:25]([F:27])[CH:26]=1)/[CH:28]=[CH:29]/[C:8]1[C:7]([C:14]#[N:15])=[C:6]([OH:16])[C:5]([OH:4])=[CH:10][C:9]=1[C:11]#[N:12], predict the reactants needed to synthesize it. The reactants are: C([O:4][C:5]1[CH:10]=[C:9]([C:11]#[N:12])[C:8](Br)=[C:7]([C:14]#[N:15])[C:6]=1[O:16]C(=O)C)(=O)C.[F:20][C:21]1[CH:22]=[C:23](/[CH:28]=[CH:29]/B2OC(C)(C)C(C)(C)O2)[CH:24]=[C:25]([F:27])[CH:26]=1. (4) Given the product [Br:1][C:2]1[CH:3]=[C:4]2[C:9](=[CH:10][CH:11]=1)[N:8]=[CH:7][C:6]([C:12]([CH:14]1[CH2:16][CH2:15]1)=[O:13])=[C:5]2[NH:18][C:19]1[CH:20]=[CH:21][C:22]([N:25]2[CH2:30][CH2:29][CH2:28][C@H:27]([NH:31][C:32](=[O:38])[O:33][C:34]([CH3:36])([CH3:35])[CH3:37])[CH2:26]2)=[N:23][CH:24]=1, predict the reactants needed to synthesize it. The reactants are: [Br:1][C:2]1[CH:3]=[C:4]2[C:9](=[CH:10][CH:11]=1)[N:8]=[CH:7][C:6]([C:12]([CH:14]1[CH2:16][CH2:15]1)=[O:13])=[C:5]2Cl.[NH2:18][C:19]1[CH:20]=[CH:21][C:22]([N:25]2[CH2:30][CH2:29][CH2:28][C@H:27]([NH:31][C:32](=[O:38])[O:33][C:34]([CH3:37])([CH3:36])[CH3:35])[CH2:26]2)=[N:23][CH:24]=1. (5) Given the product [Cl:12][C:13]1[N:18]=[C:17]([C:2]2[N:6]([CH3:7])[CH:5]=[N:4][CH:3]=2)[CH:16]=[CH:15][N:14]=1, predict the reactants needed to synthesize it. The reactants are: I[C:2]1[N:6]([CH3:7])[CH:5]=[N:4][CH:3]=1.C([Mg]Br)C.[Cl:12][C:13]1[N:18]=[C:17](Cl)[CH:16]=[CH:15][N:14]=1. (6) Given the product [CH:1]1([N:4]([CH2:23][CH2:24][CH2:25][C:26]([O:28][CH2:29][CH3:30])=[O:27])[S:5]([C:8]2[CH:9]=[C:10]([CH:20]=[CH:21][CH:22]=2)[C:11]([OH:13])=[O:12])(=[O:7])=[O:6])[CH2:2][CH2:3]1, predict the reactants needed to synthesize it. The reactants are: [CH:1]1([N:4]([CH2:23][CH2:24][CH2:25][C:26]([O:28][CH2:29][CH3:30])=[O:27])[S:5]([C:8]2[CH:9]=[C:10]([CH:20]=[CH:21][CH:22]=2)[C:11]([O:13]CC[Si](C)(C)C)=[O:12])(=[O:7])=[O:6])[CH2:3][CH2:2]1.CCCC[N+](CCCC)(CCCC)CCCC.[F-].Cl. (7) Given the product [Cl:1][C:2]1[CH:3]=[C:4]([CH:25]=[CH:26][C:27]=1[Cl:28])[CH2:5][N:6]1[C:15]2[C:10](=[CH:11][CH:12]=[CH:13][CH:14]=2)[CH2:9][CH:8]([NH:16][CH3:17])[CH2:7]1.[C:31]([OH:33])([C:30]([F:35])([F:34])[F:29])=[O:32], predict the reactants needed to synthesize it. The reactants are: [Cl:1][C:2]1[CH:3]=[C:4]([CH:25]=[CH:26][C:27]=1[Cl:28])[CH2:5][N:6]1[C:15]2[C:10](=[CH:11][CH:12]=[CH:13][CH:14]=2)[CH2:9][CH:8]([N:16](C)[C:17](=O)OC(C)(C)C)[CH2:7]1.[F:29][C:30]([F:35])([F:34])[C:31]([OH:33])=[O:32].